This data is from Experimentally validated miRNA-target interactions with 360,000+ pairs, plus equal number of negative samples. The task is: Binary Classification. Given a miRNA mature sequence and a target amino acid sequence, predict their likelihood of interaction. The miRNA is mmu-miR-145a-5p with sequence GUCCAGUUUUCCCAGGAAUCCCU. The protein sequence of the target gene is MKMPLLVSHLLLISLTSCLGDFTWHRRYGHGVSEEDKGFGPIFEEQPINTIYPEESLEGKVSLNCRARASPFPVYKWRMNNGDVDLTNDRYSMVGGNLVINNPDKQKDAGVYYCLASNNYGMVRSTEATLSFGYLDPFPPEERPEVKVKEGKGMVLLCDPPYHFPDDLSYRWLLNEFPVFITMDKRRFVSQTNGNLYIANVESSDRGNYSCFVSSPSITKSVFSKFIPLIPIPERTTKPYPADIVVQFKDIYTMMGQNVTLECFALGNPVPDIRWRKVLEPMPSTAEISTSGAVLKIFNI.... Result: 0 (no interaction).